From a dataset of Catalyst prediction with 721,799 reactions and 888 catalyst types from USPTO. Predict which catalyst facilitates the given reaction. Reactant: Cl.[NH2:2][CH2:3][C:4]([O:6][CH3:7])=[O:5].Br[CH2:9][C:10]1[CH:17]=[CH:16][C:13]([C:14]#[N:15])=[CH:12][CH:11]=1.C(=O)([O-])[O-].[K+].[K+]. Product: [C:14]([C:13]1[CH:16]=[CH:17][C:10]([CH2:9][NH:2][CH2:3][C:4]([O:6][CH3:7])=[O:5])=[CH:11][CH:12]=1)#[N:15]. The catalyst class is: 18.